Dataset: Catalyst prediction with 721,799 reactions and 888 catalyst types from USPTO. Task: Predict which catalyst facilitates the given reaction. (1) Reactant: Cl[C:2]1[CH:25]=[CH:24][C:5]([O:6][C:7]2[CH:16]=[CH:15][CH:14]=[C:13]3[C:8]=2[CH:9]=[C:10]([C:21]([OH:23])=[O:22])[C@@H:11]([C:17]([F:20])([F:19])[F:18])[O:12]3)=[C:4](C)[CH:3]=1.CC#N.O.[OH-].[Na+:32]. The catalyst class is: 8. Product: [O:6]([C:7]1[CH:16]=[CH:15][CH:14]=[C:13]2[C:8]=1[CH:9]=[C:10]([C:21]([O-:23])=[O:22])[C@@H:11]([C:17]([F:20])([F:18])[F:19])[O:12]2)[C:5]1[CH:24]=[CH:25][CH:2]=[CH:3][CH:4]=1.[Na+:32]. (2) Product: [Cl:1][C:2]1[CH:7]=[C:6]([F:8])[CH:5]=[CH:4][C:3]=1[CH:9]1[CH2:10][CH2:11][C:12](=[O:15])[CH2:13][CH2:14]1. Reactant: [Cl:1][C:2]1[CH:7]=[C:6]([F:8])[CH:5]=[CH:4][C:3]=1[CH:9]1[CH2:14][CH2:13][CH:12]([OH:15])[CH2:11][CH2:10]1.[OH-].[Na+]. The catalyst class is: 2. (3) Reactant: [S:1]1[CH:5]=[CH:4][CH:3]=[C:2]1[C:6]1[N:7]=[CH:8][NH:9][CH:10]=1.[CH:11](=[O:14])[CH:12]=[CH2:13]. Product: [S:1]1[CH:5]=[CH:4][CH:3]=[C:2]1[C:6]1[N:7]=[CH:8][N:9]([CH2:13][CH2:12][CH:11]=[O:14])[CH:10]=1. The catalyst class is: 10. (4) Reactant: Cl.[CH:2]([CH:15]1[C:20](=[O:21])[CH2:19][CH2:18][NH:17][CH2:16]1)([C:9]1[CH:14]=[CH:13][CH:12]=[CH:11][CH:10]=1)[C:3]1[CH:8]=[CH:7][CH:6]=[CH:5][CH:4]=1.[CH3:22][O:23][C:24]1[CH:31]=[CH:30][CH:29]=[CH:28][C:25]=1[CH2:26]O.C(N(C(C)C)CC)(C)C. Product: [CH:2]([CH:15]1[C:20](=[O:21])[CH2:19][CH2:18][N:17]([CH2:26][C:25]2[CH:28]=[CH:29][CH:30]=[CH:31][C:24]=2[O:23][CH3:22])[CH2:16]1)([C:9]1[CH:14]=[CH:13][CH:12]=[CH:11][CH:10]=1)[C:3]1[CH:4]=[CH:5][CH:6]=[CH:7][CH:8]=1. The catalyst class is: 4. (5) Reactant: [CH2:1]([O:3][C:4]([C:6]1[S:15][C:9]2=[CH:10][N+:11]([O-])=[CH:12][CH:13]=[C:8]2[CH:7]=1)=[O:5])[CH3:2].O=P(Cl)(Cl)[Cl:18].O.C([O-])(O)=O.[Na+]. Product: [Cl:18][C:10]1[N:11]=[CH:12][CH:13]=[C:8]2[CH:7]=[C:6]([C:4]([O:3][CH2:1][CH3:2])=[O:5])[S:15][C:9]=12. The catalyst class is: 12. (6) Reactant: [OH:1][C:2]1([CH2:12][CH2:13][N:14]2[C:23]3[C:18](=[CH:19][CH:20]=[C:21]([O:24][CH3:25])[CH:22]=3)[N:17]=[CH:16][C:15]2=[O:26])[CH2:11][CH2:10][C:5]2(OCC[O:6]2)[CH2:4][CH2:3]1.FC(F)(F)C(O)=O.C(=O)([O-])O.[Na+].[Cl-].[Na+]. The catalyst class is: 684. Product: [OH:1][C:2]1([CH2:12][CH2:13][N:14]2[C:23]3[C:18](=[CH:19][CH:20]=[C:21]([O:24][CH3:25])[CH:22]=3)[N:17]=[CH:16][C:15]2=[O:26])[CH2:11][CH2:10][C:5](=[O:6])[CH2:4][CH2:3]1.